This data is from Reaction yield outcomes from USPTO patents with 853,638 reactions. The task is: Predict the reaction yield, written as a fraction of the theoretical maximum amount of product (1.0 means a 100% yield; for example, 0.34 means a 34% yield). (1) The reactants are [C:1]([O:20][CH2:21][CH2:22][O:23][CH2:24][CH2:25][O:26][CH2:27][CH2:28][OH:29])([C:14]1[CH:19]=[CH:18][CH:17]=[CH:16][CH:15]=1)([C:8]1[CH:13]=[CH:12][CH:11]=[CH:10][CH:9]=1)[C:2]1[CH:7]=[CH:6][CH:5]=[CH:4][CH:3]=1.[H-].[Na+].CC1C=CC(S(O[CH2:43][CH2:44][CH2:45][O:46][CH2:47][C:48]2[CH:53]=[CH:52][CH:51]=[CH:50][CH:49]=2)(=O)=O)=CC=1. The catalyst is CN(C)C=O. The product is [C:2]1([C:1]([C:8]2[CH:13]=[CH:12][CH:11]=[CH:10][CH:9]=2)([C:14]2[CH:15]=[CH:16][CH:17]=[CH:18][CH:19]=2)[O:20][CH2:21][CH2:22][O:23][CH2:24][CH2:25][O:26][CH2:27][CH2:28][O:29][CH2:43][CH2:44][CH2:45][O:46][CH2:47][C:48]2[CH:53]=[CH:52][CH:51]=[CH:50][CH:49]=2)[CH:3]=[CH:4][CH:5]=[CH:6][CH:7]=1. The yield is 0.500. (2) The reactants are [Cl:1][C:2]1[CH:9]=[C:8]([C:10]([F:13])([F:12])[F:11])[CH:7]=[CH:6][C:3]=1[CH2:4]O.N1C=CC=CC=1.O1CCCC1.S(Cl)([Cl:27])=O. The catalyst is C(OCC)C. The product is [Cl:1][C:2]1[CH:9]=[C:8]([C:10]([F:13])([F:12])[F:11])[CH:7]=[CH:6][C:3]=1[CH2:4][Cl:27]. The yield is 0.920. (3) The catalyst is [Cu](I)I.O1CCOCC1. The reactants are [F:1][C:2]1[CH:10]=[CH:9][C:8]2[N:7]([S:11]([C:14]3[CH:19]=[CH:18][CH:17]=[CH:16][CH:15]=3)(=[O:13])=[O:12])[C:6]3[CH2:20][CH2:21][NH:22][C:23](=[O:24])[C:5]=3[C:4]=2[CH:3]=1.I[C:26]1[CH:27]=[N:28][CH:29]=[CH:30][C:31]=1[CH3:32].P([O-])([O-])([O-])=O.[K+].[K+].[K+]. The product is [F:1][C:2]1[CH:10]=[CH:9][C:8]2[N:7]([S:11]([C:14]3[CH:15]=[CH:16][CH:17]=[CH:18][CH:19]=3)(=[O:13])=[O:12])[C:6]3[CH2:20][CH2:21][N:22]([C:26]4[CH:27]=[N:28][CH:29]=[CH:30][C:31]=4[CH3:32])[C:23](=[O:24])[C:5]=3[C:4]=2[CH:3]=1. The yield is 0.150. (4) The reactants are [I:1]N1C(=O)CCC1=O.O.C1(C)C=CC(S(O)(=O)=O)=CC=1.[CH3:21][O:22][C:23](=[O:45])[C:24]1[C:29]([NH:30][C:31]2[CH:36]=[CH:35][CH:34]=[CH:33][C:32]=2[F:37])=[CH:28][N:27]=[CH:26][C:25]=1[C:38]1[CH:43]=[CH:42][CH:41]=[CH:40][C:39]=1[F:44]. No catalyst specified. The product is [CH3:21][O:22][C:23](=[O:45])[C:24]1[C:29]([NH:30][C:31]2[CH:36]=[CH:35][C:34]([I:1])=[CH:33][C:32]=2[F:37])=[CH:28][N:27]=[CH:26][C:25]=1[C:38]1[CH:43]=[CH:42][CH:41]=[CH:40][C:39]=1[F:44]. The yield is 0.780. (5) The reactants are [F:1][C:2]([F:35])([F:34])[C:3]1[CH:4]=[C:5]([CH:27]=[C:28]([C:30]([F:33])([F:32])[F:31])[CH:29]=1)[CH2:6][N:7]1[C:11](Cl)=[C:10]([C:13]([N:15]2[CH2:19][CH2:18][CH2:17][CH:16]2[C:20]2[CH:25]=[CH:24][CH:23]=[CH:22][C:21]=2[Cl:26])=[O:14])[N:9]=[N:8]1.[NH:36]1[CH2:41][CH2:40][O:39][CH2:38][CH2:37]1. The catalyst is CCOC(C)=O. The product is [F:32][C:30]([F:31])([F:33])[C:28]1[CH:27]=[C:5]([CH:4]=[C:3]([C:2]([F:1])([F:35])[F:34])[CH:29]=1)[CH2:6][N:7]1[C:11]([N:36]2[CH2:41][CH2:40][O:39][CH2:38][CH2:37]2)=[C:10]([C:13]([N:15]2[CH2:19][CH2:18][CH2:17][CH:16]2[C:20]2[CH:25]=[CH:24][CH:23]=[CH:22][C:21]=2[Cl:26])=[O:14])[N:9]=[N:8]1. The yield is 0.990. (6) The reactants are [C:1]1([C:7]2[O:11][N:10]=[C:9]([C:12]([O:14][CH2:15][CH3:16])=[O:13])[CH:8]=2)[CH:6]=[CH:5][CH:4]=[CH:3][CH:2]=1.[I:17]N1C(=O)CCC1=O. The catalyst is FC(F)(F)C(O)=O. The product is [I:17][C:8]1[C:9]([C:12]([O:14][CH2:15][CH3:16])=[O:13])=[N:10][O:11][C:7]=1[C:1]1[CH:2]=[CH:3][CH:4]=[CH:5][CH:6]=1. The yield is 0.970. (7) The reactants are [C@@H:1]1([N:10]2[C:19]3[N:18]=[CH:17][N:16]=[C:14]([NH2:15])[C:13]=3[N:12]=[CH:11]2)[O:9][C@H:6]([CH2:7][OH:8])[C@@H:4]([OH:5])[C@H:2]1[OH:3].S(Cl)([Cl:22])=O.N1C=CC=CC=1. The catalyst is C(#N)C. The product is [Cl:22][C@@:1]1([N:10]2[C:19]3[N:18]=[CH:17][N:16]=[C:14]([NH2:15])[C:13]=3[N:12]=[CH:11]2)[O:9][C@H:6]([CH2:7][OH:8])[C@@H:4]([OH:5])[C@H:2]1[OH:3]. The yield is 0.927. (8) The reactants are [Si]([O:8][CH2:9][C@:10]1([CH3:35])[S:16][CH2:15][CH2:14][N:13]2[C:17]([C:20]3([C:23]4[CH:28]=[CH:27][C:26]([C:29]5[CH:30]=[N:31][N:32]([CH3:34])[CH:33]=5)=[CH:25][CH:24]=4)[CH2:22][CH2:21]3)=[N:18][N:19]=[C:12]2[CH2:11]1)(C(C)(C)C)(C)C.Cl. The catalyst is CO.O1CCOCC1. The product is [CH3:35][C@@:10]1([CH2:9][OH:8])[S:16][CH2:15][CH2:14][N:13]2[C:17]([C:20]3([C:23]4[CH:24]=[CH:25][C:26]([C:29]5[CH:30]=[N:31][N:32]([CH3:34])[CH:33]=5)=[CH:27][CH:28]=4)[CH2:22][CH2:21]3)=[N:18][N:19]=[C:12]2[CH2:11]1. The yield is 0.730. (9) The reactants are [Cl:1][C:2]1[CH:9]=[C:8](F)[CH:7]=[CH:6][C:3]=1[C:4]#[N:5].[F:11][C:12]1[CH:23]=[CH:22][C:15]([CH2:16][C@@H:17]([C:19]([OH:21])=[O:20])[NH2:18])=[CH:14][CH:13]=1.C(=O)([O-])[O-].[Cs+].[Cs+].C(OCC)(=O)C. The catalyst is CS(C)=O. The product is [Cl:1][C:2]1[CH:9]=[C:8]([NH:18][C@H:17]([C:19]([OH:21])=[O:20])[CH2:16][C:15]2[CH:14]=[CH:13][C:12]([F:11])=[CH:23][CH:22]=2)[CH:7]=[CH:6][C:3]=1[C:4]#[N:5]. The yield is 1.00.